Dataset: Reaction yield outcomes from USPTO patents with 853,638 reactions. Task: Predict the reaction yield, written as a fraction of the theoretical maximum amount of product (1.0 means a 100% yield; for example, 0.34 means a 34% yield). (1) The reactants are [F:1][C:2]1[CH:3]=[CH:4][C:5]([CH3:26])=[C:6]([C:8]2[CH:17]=[C:16]3[C:11]([CH:12]=[C:13]([NH:18][C:19]([CH:21]4[CH2:23][CH2:22]4)=[O:20])[N:14]=[CH:15]3)=[C:10]([CH:24]=O)[N:9]=2)[CH:7]=1.[CH3:27][NH:28][CH3:29].O1CCCC1.C(O[BH-](OC(=O)C)OC(=O)C)(=O)C.[Na+]. The catalyst is C(Cl)Cl.C(OCC)(=O)C. The product is [CH3:27][N:28]([CH2:24][C:10]1[N:9]=[C:8]([C:6]2[CH:7]=[C:2]([F:1])[CH:3]=[CH:4][C:5]=2[CH3:26])[CH:17]=[C:16]2[C:11]=1[CH:12]=[C:13]([NH:18][C:19]([CH:21]1[CH2:22][CH2:23]1)=[O:20])[N:14]=[CH:15]2)[CH3:29]. The yield is 0.700. (2) The reactants are F[C:2]1[CH:3]=[CH:4][C:5]([N+:10]([O-:12])=[O:11])=[C:6]([CH:9]=1)[NH:7][CH3:8].[CH3:13][O:14][C:15]1[CH:20]=[C:19]([OH:21])[CH:18]=[CH:17][N:16]=1.C(=O)([O-])[O-].[Cs+].[Cs+].O. The catalyst is CN(C=O)C. The product is [CH3:13][O:14][C:15]1[CH:20]=[C:19]([O:21][C:2]2[CH:3]=[CH:4][C:5]([N+:10]([O-:12])=[O:11])=[C:6]([CH:9]=2)[NH:7][CH3:8])[CH:18]=[CH:17][N:16]=1. The yield is 0.660.